Dataset: Forward reaction prediction with 1.9M reactions from USPTO patents (1976-2016). Task: Predict the product of the given reaction. The product is: [CH3:7][C:8]([S:11]([N:13]=[C:3]([CH2:4][CH3:5])[CH2:2][CH3:1])=[O:12])([CH3:10])[CH3:9]. Given the reactants [CH3:1][CH2:2][C:3](=O)[CH2:4][CH3:5].[CH3:7][C:8]([S:11]([NH2:13])=[O:12])([CH3:10])[CH3:9], predict the reaction product.